Dataset: Peptide-MHC class I binding affinity with 185,985 pairs from IEDB/IMGT. Task: Regression. Given a peptide amino acid sequence and an MHC pseudo amino acid sequence, predict their binding affinity value. This is MHC class I binding data. (1) The binding affinity (normalized) is 0. The peptide sequence is RDYVDRFFKTL. The MHC is HLA-B35:01 with pseudo-sequence HLA-B35:01. (2) The peptide sequence is HPEDTGQVF. The MHC is HLA-B35:01 with pseudo-sequence HLA-B35:01. The binding affinity (normalized) is 0.508. (3) The peptide sequence is TEWPQLKVA. The MHC is HLA-A02:03 with pseudo-sequence HLA-A02:03. The binding affinity (normalized) is 0.0847. (4) The peptide sequence is KTKNFTIDFK. The MHC is HLA-A11:01 with pseudo-sequence HLA-A11:01. The binding affinity (normalized) is 0.557.